From a dataset of Forward reaction prediction with 1.9M reactions from USPTO patents (1976-2016). Predict the product of the given reaction. (1) The product is: [F:9][C:8]([F:10])([F:11])/[CH:7]=[CH:6]/[C:5]([F:17])([C:4]([F:3])([F:18])[F:19])[C:13]([F:16])([F:15])[F:14]. Given the reactants [OH-].[K+].[F:3][C:4]([F:19])([F:18])[C:5]([F:17])([C:13]([F:16])([F:15])[F:14])[CH2:6][CH:7](I)[C:8]([F:11])([F:10])[F:9], predict the reaction product. (2) Given the reactants [F:1][C:2]1[CH:7]=[CH:6][C:5]([C:8]2[O:9][C:10]3[CH:20]=[C:19]([N:21]([CH3:26])[S:22]([CH3:25])(=[O:24])=[O:23])[C:18]([C@@H:27]4[CH2:32][CH2:31][CH2:30][NH:29][CH2:28]4)=[CH:17][C:11]=3[C:12]=2[C:13]([NH:15][CH3:16])=[O:14])=[CH:4][CH:3]=1.[F:33][C:34]1[CH:35]=[CH:36][CH:37]=[C:38]2[C:42]=1[NH:41][C:40]([C:43](O)=[O:44])=[C:39]2[CH3:46].C(N(CC)C(C)C)(C)C.CN(C)CCCN=C=NCC, predict the reaction product. The product is: [F:33][C:34]1[CH:35]=[CH:36][CH:37]=[C:38]2[C:42]=1[NH:41][C:40]([C:43]([N:29]1[CH2:30][CH2:31][CH2:32][C@@H:27]([C:18]3[C:19]([N:21]([CH3:26])[S:22]([CH3:25])(=[O:24])=[O:23])=[CH:20][C:10]4[O:9][C:8]([C:5]5[CH:6]=[CH:7][C:2]([F:1])=[CH:3][CH:4]=5)=[C:12]([C:13]([NH:15][CH3:16])=[O:14])[C:11]=4[CH:17]=3)[CH2:28]1)=[O:44])=[C:39]2[CH3:46]. (3) Given the reactants [NH2:1][CH2:2][C@@H:3]1[O:7][C:6](=[O:8])[N:5]([C:9]2[CH:14]=[CH:13][C:12]([C:15]3[S:16][CH2:17][C:18](=[O:21])[NH:19][N:20]=3)=[C:11]([F:22])[CH:10]=2)[CH2:4]1.[CH:23]1([C:26](O)=[O:27])[CH2:25][CH2:24]1, predict the reaction product. The product is: [F:22][C:11]1[CH:10]=[C:9]([N:5]2[CH2:4][C@H:3]([CH2:2][NH:1][C:26]([CH:23]3[CH2:25][CH2:24]3)=[O:27])[O:7][C:6]2=[O:8])[CH:14]=[CH:13][C:12]=1[C:15]1[S:16][CH2:17][C:18](=[O:21])[NH:19][N:20]=1.